Dataset: Forward reaction prediction with 1.9M reactions from USPTO patents (1976-2016). Task: Predict the product of the given reaction. (1) Given the reactants Br[C:2]1[CH:7]=[CH:6][C:5]([CH3:8])=[CH:4][C:3]=1[CH3:9].[O:10]1[CH2:15][CH2:14][O:13][CH2:12][CH2:11]1.C(=O)([O-])[O-].[Cs+].[Cs+].C1(P(C2CCCCC2)C2C=CC=CC=2C2C(OC)=CC=CC=2OC)CCCCC1, predict the reaction product. The product is: [CH3:15][O:10][CH2:11][CH2:12][O:13][CH2:14][C:2]1[CH:7]=[CH:6][C:5]([CH3:8])=[CH:4][C:3]=1[CH3:9]. (2) Given the reactants [N+:1]([C:4]1[CH:5]=[C:6]([CH:10]=[CH:11][C:12]#[N:13])[CH:7]=[CH:8][CH:9]=1)([O-])=O, predict the reaction product. The product is: [NH2:1][C:4]1[CH:5]=[C:6]([CH:10]=[CH:11][C:12]#[N:13])[CH:7]=[CH:8][CH:9]=1. (3) Given the reactants C(OC([NH:8][C@H:9]([C:11]1[CH:16]=[CH:15][C:14]([NH:17]/[C:18](=[C:25]2\[C:26](=[O:37])[NH:27][C:28]3[C:33]\2=[CH:32][C:31]([N+:34]([O-:36])=[O:35])=[CH:30][CH:29]=3)/[C:19]2[CH:24]=[CH:23][CH:22]=[CH:21][CH:20]=2)=[CH:13][CH:12]=1)[CH3:10])=O)(C)(C)C.C(OCC)(=O)C.[ClH:44], predict the reaction product. The product is: [ClH:44].[NH2:8][C@H:9]([C:11]1[CH:12]=[CH:13][C:14]([NH:17]/[C:18](=[C:25]2\[C:26](=[O:37])[NH:27][C:28]3[C:33]\2=[CH:32][C:31]([N+:34]([O-:36])=[O:35])=[CH:30][CH:29]=3)/[C:19]2[CH:24]=[CH:23][CH:22]=[CH:21][CH:20]=2)=[CH:15][CH:16]=1)[CH3:10]. (4) Given the reactants [SH:1][C:2]1[S:3][C:4]2[CH2:13][C:12]3[C:11]([O:14][CH2:15][C:16]([O:18]CC)=[O:17])=[CH:10][CH:9]=[CH:8][C:7]=3[C:5]=2[N:6]=1.CS(O[CH2:26][CH:27]([C:34]1[CH:39]=[CH:38][CH:37]=[CH:36][CH:35]=1)[C:28]1[CH:33]=[CH:32][CH:31]=[CH:30][CH:29]=1)(=O)=O, predict the reaction product. The product is: [C:28]1([CH:27]([C:34]2[CH:35]=[CH:36][CH:37]=[CH:38][CH:39]=2)[CH2:26][S:1][C:2]2[S:3][C:4]3[CH2:13][C:12]4[C:11]([O:14][CH2:15][C:16]([OH:18])=[O:17])=[CH:10][CH:9]=[CH:8][C:7]=4[C:5]=3[N:6]=2)[CH:33]=[CH:32][CH:31]=[CH:30][CH:29]=1.